This data is from Forward reaction prediction with 1.9M reactions from USPTO patents (1976-2016). The task is: Predict the product of the given reaction. (1) Given the reactants [H-].[Na+].Cl.[NH2:4][C:5]([NH2:7])=[NH:6].[C:8]([O:12][C:13](=[O:38])[C@H:14]([CH2:31][C:32]1[CH:37]=[CH:36][CH:35]=[CH:34][CH:33]=1)[NH:15][S:16]([C:19]1[CH:28]=[C:27]2[C:22]([C:23]([Cl:30])=[CH:24][N:25]=[C:26]2Cl)=[CH:21][CH:20]=1)(=[O:18])=[O:17])([CH3:11])([CH3:10])[CH3:9], predict the reaction product. The product is: [C:8]([O:12][C:13](=[O:38])[C@H:14]([CH2:31][C:32]1[CH:33]=[CH:34][CH:35]=[CH:36][CH:37]=1)[NH:15][S:16]([C:19]1[CH:28]=[C:27]2[C:22]([C:23]([Cl:30])=[CH:24][N:25]=[C:26]2[NH:6][C:5]([NH2:7])=[NH:4])=[CH:21][CH:20]=1)(=[O:17])=[O:18])([CH3:11])([CH3:9])[CH3:10]. (2) Given the reactants [C:1]([O-])([O-])=O.[K+].[K+].[CH2:7]([O:9][C:10](=[O:31])[CH2:11][CH2:12][CH2:13][CH2:14][CH2:15][CH2:16][N:17]([C:24]1[CH:29]=[C:28]([OH:30])[CH:27]=[CH:26][N:25]=1)[C:18]1[CH:23]=[CH:22][CH:21]=[CH:20][N:19]=1)[CH3:8].CI.CCOC(C)=O, predict the reaction product. The product is: [CH2:7]([O:9][C:10](=[O:31])[CH2:11][CH2:12][CH2:13][CH2:14][CH2:15][CH2:16][N:17]([C:24]1[CH:29]=[C:28]([O:30][CH3:1])[CH:27]=[CH:26][N:25]=1)[C:18]1[CH:23]=[CH:22][CH:21]=[CH:20][N:19]=1)[CH3:8]. (3) Given the reactants [CH3:1][O:2][C:3](=[O:17])[C:4]1[CH:12]=[C:11]([O:13][CH:14]([CH3:16])[CH3:15])[CH:10]=[C:6]([C:7]([OH:9])=O)[CH:5]=1.C(Cl)(C(Cl)=O)=O.C1(P(C2C=CC=CC=2)C2C=CC=CC=2)C=CC=CC=1.[Br:43][C:44]1[CH:49]=[CH:48][C:47](B(O)O)=[CH:46][CH:45]=1, predict the reaction product. The product is: [CH3:1][O:2][C:3](=[O:17])[C:4]1[CH:12]=[C:11]([O:13][CH:14]([CH3:16])[CH3:15])[CH:10]=[C:6]([C:7](=[O:9])[C:47]2[CH:48]=[CH:49][C:44]([Br:43])=[CH:45][CH:46]=2)[CH:5]=1. (4) Given the reactants ClC1C(OC2C3CC4CC(Cl)(CC2C4)C3)=C[C:5](F)=[C:6]([CH:10]=1)[C:7](O)=O.[Cl:24][C:25]1[C:26]([O:35][CH2:36][C:37]2([C:41]([F:44])([F:43])[F:42])[CH2:40][CH2:39][CH2:38]2)=[CH:27][C:28]([F:34])=[C:29]([CH:33]=1)[C:30]([OH:32])=[O:31], predict the reaction product. The product is: [Cl:24][C:25]1[C:26]([O:35][CH2:36][C:37]2([C:41]([F:42])([F:43])[F:44])[CH2:40][CH2:39][CH2:38]2)=[CH:27][C:28]([F:34])=[C:29]([CH:33]=1)[C:30]([O:32][C:6]([CH3:10])([CH3:7])[CH3:5])=[O:31]. (5) Given the reactants [C:1]([C:4]1[CH:9]=[CH:8][C:7]([B:10]([OH:12])[OH:11])=[CH:6][CH:5]=1)(O)=O.[C:13](=[O:16])([O-])[OH:14].[K+].BrC[CH2:20][CH2:21][CH2:22][CH2:23][CH2:24][CH2:25][CH2:26][CH2:27][CH2:28][CH2:29][OH:30], predict the reaction product. The product is: [OH:30][CH2:29][CH2:28][CH2:27][CH2:26][CH2:25][CH2:24][CH2:23][CH2:22][CH2:21][CH2:20][CH2:1][C:4]1[CH:9]=[CH:8][C:7]([B:10]([OH:12])[O:11][C:13]([OH:14])=[O:16])=[CH:6][CH:5]=1.